Task: Predict the product of the given reaction.. Dataset: Forward reaction prediction with 1.9M reactions from USPTO patents (1976-2016) (1) Given the reactants Cl[C:2]1[N:3]=[C:4]([OH:12])[C:5]2[CH:11]=[CH:10][N:9]=[CH:8][C:6]=2[N:7]=1.[CH2:13]([N:15]([C:23]1[CH:28]=[CH:27][C:26]([CH:29]([CH3:31])[CH3:30])=[CH:25][CH:24]=1)[C:16]1[CH:21]=[CH:20][C:19]([OH:22])=[CH:18][CH:17]=1)[CH3:14], predict the reaction product. The product is: [CH2:13]([N:15]([C:23]1[CH:28]=[CH:27][C:26]([CH:29]([CH3:30])[CH3:31])=[CH:25][CH:24]=1)[C:16]1[CH:21]=[CH:20][C:19]([O:22][C:2]2[N:3]=[C:4]([OH:12])[C:5]3[CH:11]=[CH:10][N:9]=[CH:8][C:6]=3[N:7]=2)=[CH:18][CH:17]=1)[CH3:14]. (2) Given the reactants [C:1]([C:3]1[CH:8]=[CH:7][C:6]([CH:9]2[N:14]([CH2:15][C:16]([OH:18])=O)[C:13](=[O:19])[N:12]([C:20]3[CH:25]=[CH:24][CH:23]=[C:22]([C:26]([F:29])([F:28])[F:27])[CH:21]=3)[C:11]3[CH2:30][CH2:31][C:32](=[O:33])[C:10]2=3)=[CH:5][CH:4]=1)#[N:2].C(N(CC)CC)C.F[B-](F)(F)F.C[N+](C)=C(N(C)C)ON1C2C=CC=CC=2N=N1.[NH:63]1[CH2:68][CH2:67][S:66][CH2:65][CH2:64]1, predict the reaction product. The product is: [O:19]=[C:13]1[N:12]([C:20]2[CH:25]=[CH:24][CH:23]=[C:22]([C:26]([F:28])([F:27])[F:29])[CH:21]=2)[C:11]2[CH2:30][CH2:31][C:32](=[O:33])[C:10]=2[CH:9]([C:6]2[CH:5]=[CH:4][C:3]([C:1]#[N:2])=[CH:8][CH:7]=2)[N:14]1[CH2:15][C:16](=[O:18])[N:63]1[CH2:68][CH2:67][S:66][CH2:65][CH2:64]1. (3) Given the reactants [CH2:1]([O:11][C:12]1[CH:17]=[CH:16][CH:15]=[CH:14][C:13]=1C#CC1C=CC(C2C=CC(C#C[C:17]3[CH:16]=[CH:15][CH:14]=[CH:13][C:12]=3[O:11][CH2:1][CH2:2][CH2:3][CH2:4][CH2:5][CH2:6][CH2:7][CH2:8][CH2:9][CH3:10])=CC=2)=CC=1)[CH2:2][CH2:3][CH2:4][CH2:5][CH2:6][CH2:7][CH2:8][CH2:9][CH3:10].[I:51]C1C=CC=CC=1O.BrCCCCCCCCCC, predict the reaction product. The product is: [CH2:1]([O:11][C:12]1[CH:17]=[CH:16][C:15]([I:51])=[CH:14][CH:13]=1)[CH2:2][CH2:3][CH2:4][CH2:5][CH2:6][CH2:7][CH2:8][CH2:9][CH3:10]. (4) Given the reactants Cl.[CH3:2][C:3]1[CH:8]=[C:7]([CH3:9])[CH:6]=[CH:5][C:4]=1[C:10]([CH:12]1[CH2:17][CH2:16][NH:15][CH2:14][CH2:13]1)=[O:11].[CH3:18][C@@H:19]1[CH2:23][O:22][C:21](=[O:24])[N:20]1[C:25]1[CH:33]=[CH:32][C:28]([C:29](O)=[O:30])=[CH:27][CH:26]=1, predict the reaction product. The product is: [CH3:2][C:3]1[CH:8]=[C:7]([CH3:9])[CH:6]=[CH:5][C:4]=1[C:10]([CH:12]1[CH2:13][CH2:14][N:15]([C:29]([C:28]2[CH:27]=[CH:26][C:25]([N:20]3[C@H:19]([CH3:18])[CH2:23][O:22][C:21]3=[O:24])=[CH:33][CH:32]=2)=[O:30])[CH2:16][CH2:17]1)=[O:11]. (5) Given the reactants B(Br)(Br)Br.C[O:6][C:7]1[CH:31]=[CH:30][C:10]2[C:11]3[C:12]4[N:17]5[C:18](=[N:19][CH:20]=[C:16]5[CH2:15][CH2:14][C:13]=4[CH:21]=[C:22]([C:24]4[CH:29]=[CH:28][CH:27]=[CH:26][CH:25]=4)[CH:23]=3)[C:9]=2[CH:8]=1, predict the reaction product. The product is: [C:24]1([C:22]2[CH:23]=[C:11]3[C:12]4[N:17]5[C:16](=[CH:20][N:19]=[C:18]5[C:9]5[CH:8]=[C:7]([OH:6])[CH:31]=[CH:30][C:10]3=5)[CH2:15][CH2:14][C:13]=4[CH:21]=2)[CH:29]=[CH:28][CH:27]=[CH:26][CH:25]=1.